Dataset: Full USPTO retrosynthesis dataset with 1.9M reactions from patents (1976-2016). Task: Predict the reactants needed to synthesize the given product. Given the product [Cl:18][C:13]1[N:12]=[C:11]([NH:10][C@@H:5]([C:6]([CH3:8])([CH3:7])[CH3:9])[CH2:4][SH:3])[C:16]([F:17])=[CH:15][N:14]=1, predict the reactants needed to synthesize it. The reactants are: C(=O)([S:3][CH2:4][C@@H:5]([NH:10][C:11]1[C:16]([F:17])=[CH:15][N:14]=[C:13]([Cl:18])[N:12]=1)[C:6]([CH3:9])([CH3:8])[CH3:7])C.C[O-].[Na+].